This data is from Full USPTO retrosynthesis dataset with 1.9M reactions from patents (1976-2016). The task is: Predict the reactants needed to synthesize the given product. Given the product [CH2:33]([N:21]1[CH:22]=[C:23]([C:25]2[CH:30]=[CH:29][C:28]([Cl:31])=[CH:27][C:26]=2[Cl:32])[N:24]=[C:20]1[C@@H:19]([NH:37][S:47]([C:44]1[CH:45]=[CH:46][C:41]([CH2:39][CH3:40])=[CH:42][CH:43]=1)(=[O:49])=[O:48])[CH2:18][C:15]1[CH:14]=[CH:13][C:12]([O:11][C:8]2[CH:7]=[CH:6][C:5]([C:4]([OH:3])=[O:38])=[CH:10][CH:9]=2)=[CH:17][CH:16]=1)[CH2:34][CH2:35][CH3:36], predict the reactants needed to synthesize it. The reactants are: Cl.C[O:3][C:4](=[O:38])[C:5]1[CH:10]=[CH:9][C:8]([O:11][C:12]2[CH:17]=[CH:16][C:15]([CH2:18][C@H:19]([NH2:37])[C:20]3[N:21]([CH2:33][CH2:34][CH2:35][CH3:36])[CH:22]=[C:23]([C:25]4[CH:30]=[CH:29][C:28]([Cl:31])=[CH:27][C:26]=4[Cl:32])[N:24]=3)=[CH:14][CH:13]=2)=[CH:7][CH:6]=1.[CH2:39]([C:41]1[CH:46]=[CH:45][C:44]([S:47](Cl)(=[O:49])=[O:48])=[CH:43][CH:42]=1)[CH3:40].